From a dataset of Full USPTO retrosynthesis dataset with 1.9M reactions from patents (1976-2016). Predict the reactants needed to synthesize the given product. (1) Given the product [Cl:18][C:7]1[CH:6]=[C:5]([C:1]([O:3][CH3:4])=[O:2])[C:14]2[C:9](=[CH:10][CH:11]=[CH:12][CH:13]=2)[N:8]=1, predict the reactants needed to synthesize it. The reactants are: [C:1]([C:5]1[C:14]2[C:9](=[CH:10][CH:11]=[CH:12][CH:13]=2)[NH:8][C:7](=O)[CH:6]=1)([O:3][CH3:4])=[O:2].O=P(Cl)(Cl)[Cl:18]. (2) The reactants are: [CH:1]([C:3]1[CH:4]=[C:5]([CH:8]=[CH:9][CH:10]=1)[C:6]#[N:7])=[O:2].[F:11][C:12]([Si](C)(C)C)([F:14])[F:13].[F-].C([N+](CCCC)(CCCC)CCCC)CCC. Given the product [F:11][C:12]([F:14])([F:13])[CH:1]([C:3]1[CH:4]=[C:5]([CH:8]=[CH:9][CH:10]=1)[C:6]#[N:7])[OH:2], predict the reactants needed to synthesize it. (3) Given the product [Cl:18][C:17]1[C:12]([N:9]2[CH2:10][CH2:11][C:3]3[C:2]([NH:19][C:20]4[CH:28]=[C:27]5[C:23]([C:24]([CH3:31])([CH3:30])[C:25](=[O:29])[NH:26]5)=[CH:22][CH:21]=4)=[N:7][CH:6]=[N:5][C:4]=3[CH2:8]2)=[N:13][CH:14]=[CH:15][CH:16]=1, predict the reactants needed to synthesize it. The reactants are: Cl[C:2]1[C:3]2[CH2:11][CH2:10][N:9]([C:12]3[C:17]([Cl:18])=[CH:16][CH:15]=[CH:14][N:13]=3)[CH2:8][C:4]=2[N:5]=[CH:6][N:7]=1.[NH2:19][C:20]1[CH:28]=[C:27]2[C:23]([C:24]([CH3:31])([CH3:30])[C:25](=[O:29])[NH:26]2)=[CH:22][CH:21]=1.C(#N)C.C([O-])(O)=O.[Na+].